Task: Predict the reactants needed to synthesize the given product.. Dataset: Full USPTO retrosynthesis dataset with 1.9M reactions from patents (1976-2016) (1) The reactants are: [CH3:1][N:2]([CH2:10][CH2:11][N:12]([CH3:20])[C:13]1[CH:14]=[N:15][CH:16]=[C:17]([CH3:19])[CH:18]=1)C(=O)OC(C)(C)C.[ClH:21]. Given the product [ClH:21].[ClH:21].[CH3:20][N:12]([C:13]1[CH:14]=[N:15][CH:16]=[C:17]([CH3:19])[CH:18]=1)[CH2:11][CH2:10][NH:2][CH3:1], predict the reactants needed to synthesize it. (2) The reactants are: [C:1]([C:4]1[CH:9]=[CH:8][C:7]([NH:10][C:11]([NH:13][C:14]2[C:15]([NH:25][CH2:26][CH2:27][CH2:28][OH:29])=[C:16]([CH:21]=[CH:22][C:23]=2[Cl:24])[C:17]([O:19][CH3:20])=[O:18])=S)=[C:6]([CH3:30])[CH:5]=1)(=[O:3])[NH2:2].Cl.C(N=C=NCCCN(C)C)C.C(N(CC)CC)C. Given the product [C:1]([C:4]1[CH:9]=[CH:8][C:7]([NH:10][C:11]2[N:25]([CH2:26][CH2:27][CH2:28][OH:29])[C:15]3[C:16]([C:17]([O:19][CH3:20])=[O:18])=[CH:21][CH:22]=[C:23]([Cl:24])[C:14]=3[N:13]=2)=[C:6]([CH3:30])[CH:5]=1)(=[O:3])[NH2:2], predict the reactants needed to synthesize it. (3) Given the product [CH3:44][CH:45]1[CH2:49][CH2:48][CH2:47][CH:46]1[O:32][C:31](=[O:33])[C@@H:30]([NH:34][C:35]([O:37][C:38]([CH3:40])([CH3:39])[CH3:41])=[O:36])[CH2:29][CH2:28][O:27][C:21]1[CH:20]=[C:19]2[C:24]([C:15]([O:14][C:13]3[CH:42]=[CH:43][C:10]([NH:9][C:1](=[O:8])[C:2]4[CH:3]=[CH:4][CH:5]=[CH:6][CH:7]=4)=[CH:11][CH:12]=3)=[CH:16][CH:17]=[N:18]2)=[CH:23][C:22]=1[O:25][CH3:26], predict the reactants needed to synthesize it. The reactants are: [C:1]([NH:9][C:10]1[CH:43]=[CH:42][C:13]([O:14][C:15]2[C:24]3[C:19](=[CH:20][C:21]([O:27][CH2:28][CH2:29][C@H:30]([NH:34][C:35]([O:37][C:38]([CH3:41])([CH3:40])[CH3:39])=[O:36])[C:31]([OH:33])=[O:32])=[C:22]([O:25][CH3:26])[CH:23]=3)[N:18]=[CH:17][CH:16]=2)=[CH:12][CH:11]=1)(=[O:8])[C:2]1[CH:7]=[CH:6][CH:5]=[CH:4][CH:3]=1.[CH3:44][CH:45]1[CH2:49][CH2:48][CH2:47][CH:46]1O.C(Cl)CCl. (4) Given the product [C:24]1([N:15]2[C:16](=[O:23])[C:17]3[S:22][CH:21]=[CH:20][C:18]=3[N:19]=[C:14]2[CH:11]([NH:10][C:31]2[N:39]=[CH:38][N:37]=[C:36]3[C:32]=2[N:33]=[CH:34][N:35]3[CH:40]2[CH2:45][CH2:44][CH2:43][CH2:42][O:41]2)[CH2:12][CH3:13])[CH:29]=[CH:28][CH:27]=[CH:26][CH:25]=1, predict the reactants needed to synthesize it. The reactants are: C(N(CC)C(C)C)(C)C.[NH2:10][CH:11]([C:14]1[N:15]([C:24]2[CH:29]=[CH:28][CH:27]=[CH:26][CH:25]=2)[C:16](=[O:23])[C:17]2[S:22][CH:21]=[CH:20][C:18]=2[N:19]=1)[CH2:12][CH3:13].Cl[C:31]1[N:39]=[CH:38][N:37]=[C:36]2[C:32]=1[N:33]=[CH:34][N:35]2[CH:40]1[CH2:45][CH2:44][CH2:43][CH2:42][O:41]1.C(O)C. (5) Given the product [CH:1]1([C:7]2[NH:24][C:10]3=[N:11][CH:12]=[C:13]([C:31]4[N:35]([CH2:36][CH3:37])[N:34]=[C:33]([C:38]5[CH:39]=[N:40][CH:41]=[CH:42][CH:43]=5)[CH:32]=4)[CH:14]=[C:9]3[CH:8]=2)[CH2:2][CH2:3][CH2:4][CH2:5][CH2:6]1, predict the reactants needed to synthesize it. The reactants are: [CH:1]1([C:7]2[NH:24][C:10]3=[N:11][CH:12]=[C:13](B4OC(C)(C)C(C)(C)O4)[CH:14]=[C:9]3[CH:8]=2)[CH2:6][CH2:5][CH2:4][CH2:3][CH2:2]1.FC(F)(F)S(O[C:31]1[N:35]([CH2:36][CH3:37])[N:34]=[C:33]([C:38]2[CH:39]=[N:40][CH:41]=[CH:42][CH:43]=2)[CH:32]=1)(=O)=O.